This data is from Forward reaction prediction with 1.9M reactions from USPTO patents (1976-2016). The task is: Predict the product of the given reaction. (1) The product is: [Br:1][C:2]1[CH:11]=[C:10]2[C:5]([N:6]=[CH:7][C:8]([C:17]3[CH:16]=[N:15][N:14]([CH3:13])[CH:18]=3)=[N:9]2)=[CH:4][CH:3]=1. Given the reactants [Br:1][C:2]1[CH:11]=[C:10]2[C:5]([N:6]=[CH:7][C:8](Cl)=[N:9]2)=[CH:4][CH:3]=1.[CH3:13][N:14]1[CH:18]=[C:17](B2OC(C)(C)C(C)(C)O2)[CH:16]=[N:15]1.O, predict the reaction product. (2) Given the reactants [C:1]([O:5][C@@H:6]([C:12]1[C:40]([CH3:41])=[N:39][C:38]2=[CH:42][C:35]3=[N:36][N:37]2[C:13]=1[N:14]1[CH2:45][CH2:44][C:17]([CH3:46])([O:18][CH2:19][CH:20]=[CH:21][CH2:22][O:23][C:24]2[CH:25]=[CH:26][CH:27]=[CH:28][C:29]=2[CH2:30][C:31]2[O:43][C:34]3=[N:33][CH:32]=2)[CH2:16][CH2:15]1)[C:7]([O:9]CC)=[O:8])([CH3:4])([CH3:3])[CH3:2].[OH-].[Na+], predict the reaction product. The product is: [C:1]([O:5][C@@H:6]([C:12]1[C:40]([CH3:41])=[N:39][C:38]2=[CH:42][C:35]3=[N:36][N:37]2[C:13]=1[N:14]1[CH2:15][CH2:16][C:17]([CH3:46])([O:18][CH2:19][CH:20]=[CH:21][CH2:22][O:23][C:24]2[CH:25]=[CH:26][CH:27]=[CH:28][C:29]=2[CH2:30][C:31]2[O:43][C:34]3=[N:33][CH:32]=2)[CH2:44][CH2:45]1)[C:7]([OH:9])=[O:8])([CH3:4])([CH3:2])[CH3:3]. (3) Given the reactants [CH3:1][C:2]([CH3:14])([CH2:6][S:7][C:8]1[CH:13]=[CH:12][CH:11]=[CH:10][CH:9]=1)[C:3]([OH:5])=O.CS(O)(=O)=O.O=P12OP3(OP(OP(O3)(O1)=O)(=O)O2)=O.[OH-].[Na+].[BH4-].[Na+], predict the reaction product. The product is: [CH3:14][C:2]1([CH3:1])[CH:3]([OH:5])[C:13]2[C:8](=[CH:9][CH:10]=[CH:11][CH:12]=2)[S:7][CH2:6]1. (4) Given the reactants C(OC([N:8]1[CH2:13][CH2:12][CH:11]([NH:14][C:15]2[O:16][C:17]3[C:23]([O:24][CH2:25][C:26]([O:28][CH3:29])=[O:27])=[CH:22][CH:21]=[CH:20][C:18]=3[N:19]=2)[CH2:10][CH2:9]1)=O)(C)(C)C.FC(F)(F)C(O)=O, predict the reaction product. The product is: [CH3:29][O:28][C:26](=[O:27])[CH2:25][O:24][C:23]1[C:17]2[O:16][C:15]([NH:14][CH:11]3[CH2:12][CH2:13][NH:8][CH2:9][CH2:10]3)=[N:19][C:18]=2[CH:20]=[CH:21][CH:22]=1. (5) Given the reactants [Cl:1][C:2]1[CH:10]=[CH:9][C:8](I)=[C:7]2[C:3]=1[CH2:4][NH:5][C:6]2=[O:12].[CH2:13]([N:15]([CH2:18][CH3:19])[CH2:16][CH3:17])C, predict the reaction product. The product is: [Cl:1][C:2]1[CH:10]=[CH:9][C:8]([C:16]2[N:15]([CH3:13])[C:18]3[C:19]([CH:17]=2)=[CH:4][CH:3]=[CH:2][CH:10]=3)=[C:7]2[C:3]=1[CH2:4][NH:5][C:6]2=[O:12]. (6) The product is: [O:26]1[C:30]2[CH:31]=[CH:32][C:33]([C:2]3[C:6](=[O:7])[C:5]4([CH2:8][CH2:9][N:10]([C:13]([O:15][C:16]([CH3:18])([CH3:19])[CH3:17])=[O:14])[CH2:11][CH2:12]4)[O:4][C:3]=3[C:20]3[CH:21]=[CH:22][N:23]=[CH:24][CH:25]=3)=[CH:34][C:29]=2[O:28][CH2:27]1. Given the reactants Br[C:2]1[C:6](=[O:7])[C:5]2([CH2:12][CH2:11][N:10]([C:13]([O:15][C:16]([CH3:19])([CH3:18])[CH3:17])=[O:14])[CH2:9][CH2:8]2)[O:4][C:3]=1[C:20]1[CH:25]=[CH:24][N:23]=[CH:22][CH:21]=1.[O:26]1[C:30]2[CH:31]=[CH:32][C:33](B(O)O)=[CH:34][C:29]=2[O:28][CH2:27]1.C([O-])([O-])=O.[Na+].[Na+], predict the reaction product. (7) Given the reactants [CH3:1][C@@:2]1([CH2:8][CH2:9][C:10]2[NH:11][C:12]([C:15](=[O:26])[CH2:16][CH2:17][CH2:18][CH2:19][C:20]3[CH:25]=[CH:24][CH:23]=[CH:22][CH:21]=3)=[CH:13][CH:14]=2)[CH2:6][O:5]C(=O)[NH:3]1.O1CCCC1.[OH-].[Na+], predict the reaction product. The product is: [NH2:3][C@:2]([CH3:1])([CH2:8][CH2:9][C:10]1[NH:11][C:12]([C:15](=[O:26])[CH2:16][CH2:17][CH2:18][CH2:19][C:20]2[CH:21]=[CH:22][CH:23]=[CH:24][CH:25]=2)=[CH:13][CH:14]=1)[CH2:6][OH:5].